This data is from NCI-60 drug combinations with 297,098 pairs across 59 cell lines. The task is: Regression. Given two drug SMILES strings and cell line genomic features, predict the synergy score measuring deviation from expected non-interaction effect. (1) Drug 2: CC12CCC3C(C1CCC2O)C(CC4=C3C=CC(=C4)O)CCCCCCCCCS(=O)CCCC(C(F)(F)F)(F)F. Drug 1: C1CN1C2=NC(=NC(=N2)N3CC3)N4CC4. Synergy scores: CSS=56.9, Synergy_ZIP=-0.652, Synergy_Bliss=-2.41, Synergy_Loewe=-20.0, Synergy_HSA=-2.25. Cell line: SF-295. (2) Drug 1: CC12CCC(CC1=CCC3C2CCC4(C3CC=C4C5=CN=CC=C5)C)O. Drug 2: C1CNP(=O)(OC1)N(CCCl)CCCl. Cell line: NCI-H460. Synergy scores: CSS=9.84, Synergy_ZIP=6.01, Synergy_Bliss=4.18, Synergy_Loewe=2.68, Synergy_HSA=3.14.